This data is from Full USPTO retrosynthesis dataset with 1.9M reactions from patents (1976-2016). The task is: Predict the reactants needed to synthesize the given product. (1) Given the product [CH3:3][C:2]1[CH:1]=[N:5][C:13]([C:7]2[CH:12]=[CH:11][CH:10]=[CH:9][CH:8]=2)=[CH:15][N:4]=1, predict the reactants needed to synthesize it. The reactants are: [CH2:1]([NH2:5])[CH:2]([NH2:4])[CH3:3].O.[C:7]1([C:13]([CH:15]=O)=O)[CH:12]=[CH:11][CH:10]=[CH:9][CH:8]=1.[OH-].[K+]. (2) The reactants are: C1(C2C=C(C3N4N=CC(C5C=C(C=CC=5)C(O)=O)=CC4=NC=3)C=CN=2)C=CC=CC=1.C([O:33][C:34](=[O:59])[C:35]1[CH:40]=[CH:39][CH:38]=[C:37]([C:41]2[CH:46]=[N:45][N:44]3[C:47]([C:50]4[CH:55]=[CH:54][C:53]([OH:56])=[C:52]([O:57][CH3:58])[CH:51]=4)=[CH:48][N:49]=[C:43]3[CH:42]=2)[CH:36]=1)C. Given the product [OH:56][C:53]1[CH:54]=[CH:55][C:50]([C:47]2[N:44]3[N:45]=[CH:46][C:41]([C:37]4[CH:36]=[C:35]([CH:40]=[CH:39][CH:38]=4)[C:34]([OH:59])=[O:33])=[CH:42][C:43]3=[N:49][CH:48]=2)=[CH:51][C:52]=1[O:57][CH3:58], predict the reactants needed to synthesize it. (3) Given the product [Cl:13][CH2:14][CH2:15][N:16]([CH2:19][CH2:18][Cl:17])[C:2](=[O:3])[O:4][CH2:5][C:6]1[CH:11]=[CH:10][CH:9]=[CH:8][CH:7]=1, predict the reactants needed to synthesize it. The reactants are: Cl[C:2]([O:4][CH2:5][C:6]1[CH:11]=[CH:10][CH:9]=[CH:8][CH:7]=1)=[O:3].Cl.[Cl:13][CH2:14][CH2:15][NH2:16].[Cl:17][CH2:18][CH2:19]N.C(N(CC)CC)C. (4) Given the product [Br:21][CH2:1][C:2]1[CH:7]=[CH:6][C:5]([O:8][CH2:9][C:10]([F:11])([F:13])[F:12])=[CH:4][N:3]=1, predict the reactants needed to synthesize it. The reactants are: [CH3:1][C:2]1[CH:7]=[CH:6][C:5]([O:8][CH2:9][C:10]([F:13])([F:12])[F:11])=[CH:4][N:3]=1.C1C(=O)N([Br:21])C(=O)C1.C(OOC(=O)C1C=CC=CC=1)(=O)C1C=CC=CC=1.C(Cl)(Cl)(Cl)Cl. (5) Given the product [CH3:9][O:8][C:5]1[CH:4]=[C:3]2[C:2](=[CH:7][CH:6]=1)[O:1][CH:26]([C:25]1[CH:28]=[CH:29][C:22]([O:21][CH2:20][C@@H:19]([N:16]3[CH2:17][CH2:18][C@@H:14]([CH3:13])[CH2:15]3)[CH3:30])=[CH:23][CH:24]=1)[CH2:11][C:10]2=[O:12], predict the reactants needed to synthesize it. The reactants are: [OH:1][C:2]1[CH:7]=[CH:6][C:5]([O:8][CH3:9])=[CH:4][C:3]=1[C:10](=[O:12])[CH3:11].[CH3:13][C@@H:14]1[CH2:18][CH2:17][N:16]([C@@H:19]([CH3:30])[CH2:20][O:21][C:22]2[CH:29]=[CH:28][C:25]([CH:26]=O)=[CH:24][CH:23]=2)[CH2:15]1.N1CCCC1.